The task is: Predict the reaction yield, written as a fraction of the theoretical maximum amount of product (1.0 means a 100% yield; for example, 0.34 means a 34% yield).. This data is from Reaction yield outcomes from USPTO patents with 853,638 reactions. (1) The reactants are N(C(OC(C)C)=O)=NC(OC(C)C)=O.[OH:15][C:16]1[CH:21]=[CH:20][C:19]([CH2:22][CH:23]([CH3:30])[CH2:24][C:25]([O:27][CH2:28][CH3:29])=[O:26])=[CH:18][CH:17]=1.C(O[C:36]([N:38]([C:40]1[CH:45]=[CH:44][C:43]([CH:46](O)[CH3:47])=[CH:42][N:41]=1)C)=O)(C)(C)C.C1(P(C2C=CC=CC=2)C2C=CC=CC=2)C=CC=CC=1. The catalyst is C1COCC1. The product is [CH3:30][CH:23]([CH2:22][C:19]1[CH:18]=[CH:17][C:16]([O:15][CH2:47][CH2:46][C:43]2[CH:44]=[CH:45][C:40]([NH:38][CH3:36])=[N:41][CH:42]=2)=[CH:21][CH:20]=1)[CH2:24][C:25]([O:27][CH2:28][CH3:29])=[O:26]. The yield is 0.730. (2) The reactants are C[O:2][C:3]1[CH:20]=[CH:19][C:6]2[N:7]=[C:8]([C:10]3[CH:15]=[CH:14][CH:13]=[C:12]([O:16]C)[C:11]=3[Br:18])[S:9][C:5]=2[CH:4]=1.B(Br)(Br)Br. No catalyst specified. The product is [OH:2][C:3]1[CH:20]=[CH:19][C:6]2[N:7]=[C:8]([C:10]3[CH:15]=[CH:14][CH:13]=[C:12]([OH:16])[C:11]=3[Br:18])[S:9][C:5]=2[CH:4]=1. The yield is 0.260. (3) The reactants are [CH3:1][C:2]1[CH:3]=[C:4]([NH:8][C:9](=O)[CH2:10][O:11][C:12]2[CH:17]=[CH:16][C:15]([O:18][C:19]3[C:28]4[C:23](=[CH:24][C:25]([O:31][CH3:32])=[C:26]([O:29][CH3:30])[CH:27]=4)[N:22]=[CH:21][CH:20]=3)=[CH:14][CH:13]=2)[CH:5]=[CH:6][CH:7]=1.Cl.[OH-].[Na+]. The catalyst is O1CCCC1. The product is [CH3:30][O:29][C:26]1[CH:27]=[C:28]2[C:23](=[CH:24][C:25]=1[O:31][CH3:32])[N:22]=[CH:21][CH:20]=[C:19]2[O:18][C:15]1[CH:16]=[CH:17][C:12]([O:11][CH2:10][CH2:9][NH:8][C:4]2[CH:5]=[CH:6][CH:7]=[C:2]([CH3:1])[CH:3]=2)=[CH:13][CH:14]=1. The yield is 0.460. (4) The reactants are [Br:1][C:2]1[N:7]=[CH:6][C:5]([CH:8]([C:10]2[C:18]3[C:13](=[N:14][CH:15]=[CH:16][CH:17]=3)[NH:12][CH:11]=2)O)=[CH:4][CH:3]=1.BrC1N=CC(C(OC)C2C3C(=NC=CC=3)NC=2)=CC=1.C([SiH](CC)CC)C.FC(F)(F)C(O)=O. The catalyst is C(#N)C. The product is [Br:1][C:2]1[N:7]=[CH:6][C:5]([CH2:8][C:10]2[C:18]3[C:13](=[N:14][CH:15]=[CH:16][CH:17]=3)[NH:12][CH:11]=2)=[CH:4][CH:3]=1. The yield is 0.600. (5) The reactants are [CH2:1]([O:3][C:4]([C:6]1[N:7]=[C:8](S(C)(=O)=O)[N:9]([CH3:21])[C:10](=[O:20])[C:11]=1[O:12][CH2:13][C:14]1[CH:19]=[CH:18][CH:17]=[CH:16][CH:15]=1)=[O:5])[CH3:2].[S:26]1(=[O:33])(=[O:32])[CH2:31][CH2:30][CH2:29][CH2:28][NH:27]1.[H-].[Na+]. The catalyst is CN(C)C=O. The product is [CH2:1]([O:3][C:4]([C:6]1[N:7]=[C:8]([N:27]2[CH2:28][CH2:29][CH2:30][CH2:31][S:26]2(=[O:33])=[O:32])[N:9]([CH3:21])[C:10](=[O:20])[C:11]=1[O:12][CH2:13][C:14]1[CH:15]=[CH:16][CH:17]=[CH:18][CH:19]=1)=[O:5])[CH3:2]. The yield is 0.920.